Dataset: Catalyst prediction with 721,799 reactions and 888 catalyst types from USPTO. Task: Predict which catalyst facilitates the given reaction. (1) Product: [CH3:27][CH:8]1[N:7]([CH:10]2[CH2:11][CH2:12][N:13]([C:16]([O:18][CH2:19][C:20]3[CH:25]=[CH:24][CH:23]=[CH:22][CH:21]=3)=[O:17])[CH2:14][CH2:15]2)[C:6](=[O:26])[N:5]2[CH:4]=[N:3][C:2]([CH3:1])=[C:9]12. The catalyst class is: 1. Reactant: [CH3:1][C:2]1[N:3]=[CH:4][N:5]2[C:9]=1[CH2:8][N:7]([CH:10]1[CH2:15][CH2:14][N:13]([C:16]([O:18][CH2:19][C:20]3[CH:25]=[CH:24][CH:23]=[CH:22][CH:21]=3)=[O:17])[CH2:12][CH2:11]1)[C:6]2=[O:26].[CH3:27][Si](C)(C)N[Si](C)(C)C.[Li].CI.[Cl-].[NH4+]. (2) Reactant: [Br:1][C:2]1[CH:7]=[C:6]([F:8])[CH:5]=[CH:4][C:3]=1[CH:9]1[C:14]([C:15]([O:17][CH2:18][CH3:19])=[O:16])=[C:13]([CH2:20]Br)[NH:12][C:11]([C:22]2[S:23][CH:24]=[CH:25][N:26]=2)=[N:10]1.[NH:27]1[CH2:32][CH2:31][O:30][CH2:29][C@H:28]1[C:33]([OH:35])=[O:34].C(=O)([O-])[O-].[K+].[K+]. Product: [Br:1][C:2]1[CH:7]=[C:6]([F:8])[CH:5]=[CH:4][C:3]=1[CH:9]1[N:10]=[C:11]([C:22]2[S:23][CH:24]=[CH:25][N:26]=2)[NH:12][C:13]([CH2:20][N:27]2[CH2:32][CH2:31][O:30][CH2:29][C@H:28]2[C:33]([OH:35])=[O:34])=[C:14]1[C:15]([O:17][CH2:18][CH3:19])=[O:16]. The catalyst class is: 8. (3) Reactant: [OH:1][C:2]1[CH:11]=[CH:10][C:5]2[NH:6][C:7](=[S:9])[NH:8][C:4]=2[CH:3]=1.[Si:12](Cl)([C:15]([CH3:18])([CH3:17])[CH3:16])([CH3:14])[CH3:13].N1C=CN=C1.CCOC(C)=O. Product: [Si:12]([O:1][C:2]1[CH:11]=[CH:10][C:5]2[NH:6][C:7](=[S:9])[NH:8][C:4]=2[CH:3]=1)([C:15]([CH3:18])([CH3:17])[CH3:16])([CH3:14])[CH3:13]. The catalyst class is: 3. (4) Product: [CH:1]([NH:4][C:5]([C:7]1[CH:8]=[C:9]([CH:13]2[C:22]([CH3:23])([CH3:24])[CH2:21][C:20]3[C:15](=[CH:16][CH:17]=[C:18]([C:25]([OH:27])=[O:26])[CH:19]=3)[NH:14]2)[CH:10]=[CH:11][CH:12]=1)=[O:6])([CH3:3])[CH3:2]. The catalyst class is: 24. Reactant: [CH:1]([NH:4][C:5]([C:7]1[CH:8]=[C:9]([CH:13]2[C:22]([CH3:24])([CH3:23])[CH2:21][C:20]3[C:15](=[CH:16][CH:17]=[C:18]([C:25]([O:27]C)=[O:26])[CH:19]=3)[NH:14]2)[CH:10]=[CH:11][CH:12]=1)=[O:6])([CH3:3])[CH3:2].[OH-].[Na+].C(OCC)(=O)C.Cl. (5) Reactant: C([O:5][C:6](=[O:40])[CH2:7][C:8]1([C:13]2[CH:18]=[CH:17][C:16]([NH:19][C:20](=[O:39])[CH2:21][C:22]3[CH:38]=[CH:37][C:25]4[N:26]=[C:27]([NH:29][C:30]5[CH:35]=[CH:34][CH:33]=[CH:32][C:31]=5[CH3:36])[O:28][C:24]=4[CH:23]=3)=[CH:15][CH:14]=2)[CH2:12][CH2:11][CH2:10][CH2:9]1)(C)(C)C.ClCCl.O. Product: [C:31]1([CH3:36])[CH:32]=[CH:33][CH:34]=[CH:35][C:30]=1[NH:29][C:27]1[O:28][C:24]2[CH:23]=[C:22]([CH2:21][C:20]([NH:19][C:16]3[CH:15]=[CH:14][C:13]([C:8]4([CH2:7][C:6]([OH:40])=[O:5])[CH2:12][CH2:11][CH2:10][CH2:9]4)=[CH:18][CH:17]=3)=[O:39])[CH:38]=[CH:37][C:25]=2[N:26]=1. The catalyst class is: 55. (6) Reactant: [F:1][C:2]1[CH:10]=[C:9]2[C:5]([CH2:6][CH2:7][C:8]2=O)=[CH:4][CH:3]=1.[C:12]([CH2:14][C:15]([O:17][CH2:18][CH3:19])=[O:16])#[N:13].C([O-])(=O)C.[NH4+].C(O)(=O)C. Product: [C:12](/[C:14](=[C:8]1/[CH2:7][CH2:6][C:5]2[C:9]/1=[CH:10][C:2]([F:1])=[CH:3][CH:4]=2)/[C:15]([O:17][CH2:18][CH3:19])=[O:16])#[N:13]. The catalyst class is: 93. (7) Reactant: [Cl:1][C:2]1[CH:7]=[CH:6][C:5]([S:8]([NH:11][C@@H:12]([CH2:17][OH:18])[C:13]([O:15][CH3:16])=[O:14])(=[O:10])=[O:9])=[CH:4][CH:3]=1.[C:19]([O-])([O-])=O.[K+].[K+].IC. Product: [Cl:1][C:2]1[CH:3]=[CH:4][C:5]([S:8]([N:11]([CH3:19])[C@@H:12]([CH2:17][OH:18])[C:13]([O:15][CH3:16])=[O:14])(=[O:9])=[O:10])=[CH:6][CH:7]=1. The catalyst class is: 3. (8) Reactant: C1(CC2C(C=COC)=C(C(F)(F)F)N=C(C(F)F)C=2C(OC)=O)CC1.BrBr.C(=O)([O-])[O-].[K+].[K+].[Br:34][CH:35]([C:41]1[C:42]([CH2:58][CH:59]2[CH2:61][CH2:60]2)=[C:43]([C:54]([O:56][CH3:57])=[O:55])[C:44]([CH:51]([F:53])[F:52])=[N:45][C:46]=1[C:47]([F:50])([F:49])[F:48])[CH:36](OC)[O:37][CH3:38]. Product: [Br:34][C:35]([C:41]1[C:42]([CH2:58][CH:59]2[CH2:60][CH2:61]2)=[C:43]([C:54]([O:56][CH3:57])=[O:55])[C:44]([CH:51]([F:52])[F:53])=[N:45][C:46]=1[C:47]([F:48])([F:49])[F:50])=[CH:36][O:37][CH3:38]. The catalyst class is: 798. (9) Reactant: [OH:1][C:2]1[CH:10]=[CH:9][C:5]([C:6]([OH:8])=[O:7])=[CH:4][N:3]=1.[OH-].[K+].[CH2:13](Br)[C:14]1[CH:19]=[CH:18][CH:17]=[CH:16][CH:15]=1. Product: [CH2:13]([N:3]1[C:2](=[O:1])[CH:10]=[CH:9][C:5]([C:6]([OH:8])=[O:7])=[CH:4]1)[C:14]1[CH:19]=[CH:18][CH:17]=[CH:16][CH:15]=1. The catalyst class is: 72. (10) The catalyst class is: 6. Reactant: Cl[C:2]1[CH:7]=[C:6]([NH2:8])[CH:5]=[C:4]([Cl:9])[N:3]=1.[O-:10][CH2:11][CH3:12].[Na+].C(O)C. Product: [Cl:9][C:4]1[CH:5]=[C:6]([NH2:8])[CH:7]=[C:2]([O:10][CH2:11][CH3:12])[N:3]=1.